Task: Predict which catalyst facilitates the given reaction.. Dataset: Catalyst prediction with 721,799 reactions and 888 catalyst types from USPTO (1) Product: [C:22]([O:26][C:27]([N:29]1[CH2:32][CH2:31][C@H:30]1[C:33](=[O:35])[NH:1][C:2]1[CH:7]=[C:6]([C:8]2[CH:9]=[CH:10][C:11]([C:14]([O:16][CH2:45][CH3:46])=[O:15])=[CH:12][CH:13]=2)[C:5]([O:17][C:18]([F:19])([F:20])[F:21])=[CH:4][CH:3]=1)=[O:28])([CH3:23])([CH3:24])[CH3:25]. Reactant: [NH2:1][C:2]1[CH:3]=[CH:4][C:5]([O:17][C:18]([F:21])([F:20])[F:19])=[C:6]([C:8]2[CH:13]=[CH:12][C:11]([C:14]([OH:16])=[O:15])=[CH:10][CH:9]=2)[CH:7]=1.[C:22]([O:26][C:27]([N:29]1[CH2:32][CH2:31][C@H:30]1[C:33]([OH:35])=O)=[O:28])([CH3:25])([CH3:24])[CH3:23].CN(C(ON1N=N[C:46]2C=CC=C[C:45]1=2)=[N+](C)C)C.F[P-](F)(F)(F)(F)F.CN1CCOCC1. The catalyst class is: 3. (2) Reactant: Cl.Cl[CH2:3][CH2:4][N:5]([CH3:7])[CH3:6].[NH2:8][C:9]1[CH:14]=[CH:13][C:12]([OH:15])=[CH:11][CH:10]=1.[OH-].[Na+]. Product: [CH3:6][N:5]([CH3:7])[CH2:4][CH2:3][O:15][C:12]1[CH:13]=[CH:14][C:9]([NH2:8])=[CH:10][CH:11]=1. The catalyst class is: 3. (3) Reactant: [CH3:1][O:2][C:3]1[CH:4]=[C:5]([C@@H:9]([NH2:11])[CH3:10])[CH:6]=[CH:7][CH:8]=1.CCN(CC)CC.[C:19](O[C:19]([O:21][C:22]([CH3:25])([CH3:24])[CH3:23])=[O:20])([O:21][C:22]([CH3:25])([CH3:24])[CH3:23])=[O:20].O. The catalyst class is: 2. Product: [C:22]([O:21][C:19](=[O:20])[NH:11][C@H:9]([C:5]1[CH:6]=[CH:7][CH:8]=[C:3]([O:2][CH3:1])[CH:4]=1)[CH3:10])([CH3:25])([CH3:24])[CH3:23]. (4) Reactant: [C:1]1([C:7]2[CH:12]=[CH:11][C:10]([CH2:13][CH2:14]/[CH:15]=[CH:16]/[CH2:17][CH2:18][C:19]([O:21]CC)=[O:20])=[CH:9][CH:8]=2)[CH:6]=[CH:5][CH:4]=[CH:3][CH:2]=1. Product: [C:1]1([C:7]2[CH:12]=[CH:11][C:10]([CH2:13][CH2:14]/[CH:15]=[CH:16]/[CH2:17][CH2:18][C:19]([OH:21])=[O:20])=[CH:9][CH:8]=2)[CH:2]=[CH:3][CH:4]=[CH:5][CH:6]=1. The catalyst class is: 74. (5) Reactant: [F:1][C:2]([F:27])([F:26])[C:3]([N:5]1[CH2:10][CH2:9][CH2:8][C@@H:7]2[C:11]3[CH:12]=[C:13](OS(C(F)(F)F)(=O)=O)[CH:14]=[CH:15][C:16]=3[CH2:17][C@H:6]12)=[O:4].[CH3:28]B1OB(C)OB(C)O1. Product: [F:1][C:2]([F:27])([F:26])[C:3]([N:5]1[CH2:10][CH2:9][CH2:8][C@@H:7]2[C:11]3[CH:12]=[C:13]([CH3:28])[CH:14]=[CH:15][C:16]=3[CH2:17][C@H:6]12)=[O:4]. The catalyst class is: 203.